Dataset: Forward reaction prediction with 1.9M reactions from USPTO patents (1976-2016). Task: Predict the product of the given reaction. (1) Given the reactants [CH3:1][C:2]1([CH3:20])[C:7]2[CH:8]=[C:9]([C:12]3[NH:16][C:15]([C:17]#[N:18])=[CH:14][CH:13]=3)[CH:10]=[CH:11][C:6]=2[NH:5][C:4](=[O:19])[O:3]1.[C:21]([O:25][C:26](=[O:29])[CH2:27]Br)([CH3:24])([CH3:23])[CH3:22], predict the reaction product. The product is: [C:21]([O:25][C:26](=[O:29])[CH2:27][N:16]1[C:12]([C:9]2[CH:10]=[CH:11][C:6]3[NH:5][C:4](=[O:19])[O:3][C:2]([CH3:20])([CH3:1])[C:7]=3[CH:8]=2)=[CH:13][CH:14]=[C:15]1[C:17]#[N:18])([CH3:24])([CH3:23])[CH3:22]. (2) Given the reactants [C:1]([C:3]1[CH:10]=[CH:9][C:6]([CH2:7]Br)=[C:5]([F:11])[CH:4]=1)#[N:2].Cl.[C:13]([O:17][C:18](=[O:22])[CH2:19][NH:20][CH3:21])([CH3:16])([CH3:15])[CH3:14].C(=O)([O-])[O-].[K+].[K+], predict the reaction product. The product is: [C:1]([C:3]1[CH:10]=[CH:9][C:6]([CH2:7][N:20]([CH3:21])[CH2:19][C:18]([O:17][C:13]([CH3:16])([CH3:15])[CH3:14])=[O:22])=[C:5]([F:11])[CH:4]=1)#[N:2]. (3) Given the reactants [Cl:1][C:2]1[S:6][C:5]([S:7]([NH:10][CH:11]([C:17]2[N:21]([C:22]3[CH:27]=[CH:26][C:25]([O:28]C)=[CH:24][CH:23]=3)[N:20]=[CH:19][CH:18]=2)[CH:12]([CH2:15][CH3:16])[CH2:13][CH3:14])(=[O:9])=[O:8])=[CH:4][CH:3]=1.B(Br)(Br)Br.O, predict the reaction product. The product is: [Cl:1][C:2]1[S:6][C:5]([S:7]([NH:10][CH:11]([C:17]2[N:21]([C:22]3[CH:23]=[CH:24][C:25]([OH:28])=[CH:26][CH:27]=3)[N:20]=[CH:19][CH:18]=2)[CH:12]([CH2:15][CH3:16])[CH2:13][CH3:14])(=[O:8])=[O:9])=[CH:4][CH:3]=1. (4) The product is: [CH3:1][CH2:2][CH2:3][S:4]([NH:7][C:8]1[CH:9]=[CH:10][C:11]([F:33])=[C:12]([C:15]([C:17]2[C:21]3[CH:22]=[C:23]([C:26]4[CH:27]=[CH:28][C:29]([Cl:32])=[CH:30][CH:31]=4)[CH:24]=[N:25][C:20]=3[NH:19][CH:18]=2)=[O:16])[C:13]=1[F:14])(=[O:6])=[O:5].[S:36]([CH2:34][CH3:35])([O-:39])(=[O:38])=[O:37]. Given the reactants [CH3:1][CH2:2][CH2:3][S:4]([NH:7][C:8]1[CH:9]=[CH:10][C:11]([F:33])=[C:12]([C:15]([C:17]2[C:21]3[CH:22]=[C:23]([C:26]4[CH:27]=[CH:28][C:29]([Cl:32])=[CH:30][CH:31]=4)[CH:24]=[N:25][C:20]=3[NH:19][CH:18]=2)=[O:16])[C:13]=1[F:14])(=[O:6])=[O:5].[CH2:34]([S:36]([OH:39])(=[O:38])=[O:37])[CH3:35], predict the reaction product. (5) Given the reactants Br[CH2:2][C:3]1[CH:4]=[C:5]([CH:10]=[CH:11][C:12]=1[O:13][CH3:14])[C:6]([O:8][CH3:9])=[O:7].[C-:15]#[N:16].[K+], predict the reaction product. The product is: [C:15]([CH2:2][C:3]1[CH:4]=[C:5]([CH:10]=[CH:11][C:12]=1[O:13][CH3:14])[C:6]([O:8][CH3:9])=[O:7])#[N:16]. (6) Given the reactants [C:1](#[N:4])[CH2:2][CH3:3].P(Cl)(OCC)(OCC)=O.[Cl:14][C:15]1[N:20]=[C:19]2[CH2:21][O:22][C:23]3[CH:30]=[CH:29][CH:28]=[CH:27][C:24]=3[C:25](=O)[C:18]2=[CH:17][CH:16]=1.C(OCC)(=O)C, predict the reaction product. The product is: [Cl:14][C:15]1[N:20]=[C:19]2[CH2:21][O:22][C:23]3[CH:30]=[CH:29][CH:28]=[CH:27][C:24]=3/[C:25](=[C:2](\[CH3:3])/[C:1]#[N:4])/[C:18]2=[CH:17][CH:16]=1.[Cl:14][C:15]1[N:20]=[C:19]2[CH2:21][O:22][C:23]3[CH:30]=[CH:29][CH:28]=[CH:27][C:24]=3/[C:25](=[C:2](/[CH3:3])\[C:1]#[N:4])/[C:18]2=[CH:17][CH:16]=1. (7) Given the reactants [CH:1]1([C:4]([N:6]2[CH2:11][CH2:10][N:9]([C:12]([C:14]3[CH:19]=[CH:18][C:17]([CH:20]4[C:29](=O)[C:28]5[C:27]([C:31](OC)=[O:32])=[CH:26][CH:25]=[CH:24][C:23]=5[NH:22][CH:21]4[C:35]4[CH:40]=[CH:39][C:38]([CH:41]([O:45][CH2:46][CH3:47])[O:42][CH2:43][CH3:44])=[CH:37][CH:36]=4)=[CH:16][CH:15]=3)=[O:13])[CH2:8][CH2:7]2)=O)[CH2:3][CH2:2]1.[OH2:48].[NH2:49][NH2:50], predict the reaction product. The product is: [CH:1]1([C:4]([N:6]2[CH2:7][CH2:8][N:9]([C:12]([C:14]3[CH:15]=[CH:16][C:17]([CH:20]4[C:29]5=[N:49][NH:50][C:31](=[O:32])[C:27]6[CH:26]=[CH:25][CH:24]=[C:23]([C:28]=65)[NH:22][CH:21]4[C:35]4[CH:40]=[CH:39][C:38]([CH:41]([O:42][CH2:43][CH3:44])[O:45][CH2:46][CH3:47])=[CH:37][CH:36]=4)=[CH:18][CH:19]=3)=[O:13])[CH2:10][CH2:11]2)=[O:48])[CH2:2][CH2:3]1.